The task is: Regression. Given a peptide amino acid sequence and an MHC pseudo amino acid sequence, predict their binding affinity value. This is MHC class I binding data.. This data is from Peptide-MHC class I binding affinity with 185,985 pairs from IEDB/IMGT. (1) The peptide sequence is EIEIEKNKK. The MHC is HLA-B08:01 with pseudo-sequence HLA-B08:01. The binding affinity (normalized) is 0.0847. (2) The peptide sequence is KLMPICMDVR. The MHC is HLA-A11:01 with pseudo-sequence HLA-A11:01. The binding affinity (normalized) is 0.277. (3) The MHC is HLA-C07:02 with pseudo-sequence HLA-C07:02. The peptide sequence is FYNIPPMPL. The binding affinity (normalized) is 0.650. (4) The peptide sequence is EEKAFSPEV. The MHC is HLA-A11:01 with pseudo-sequence HLA-A11:01. The binding affinity (normalized) is 0. (5) The peptide sequence is FQPQNGQFI. The MHC is HLA-A32:01 with pseudo-sequence HLA-A32:01. The binding affinity (normalized) is 0. (6) The peptide sequence is MLVYCFLGY. The MHC is HLA-A03:01 with pseudo-sequence HLA-A03:01. The binding affinity (normalized) is 0.546. (7) The peptide sequence is KLTPLCVTL. The MHC is HLA-A02:02 with pseudo-sequence HLA-A02:02. The binding affinity (normalized) is 0.752. (8) The peptide sequence is EELKNCNI. The MHC is HLA-B18:01 with pseudo-sequence HLA-B18:01. The binding affinity (normalized) is 0.0241. (9) The peptide sequence is MHCDFAFWV. The MHC is HLA-B15:17 with pseudo-sequence HLA-B15:17. The binding affinity (normalized) is 0.0847. (10) The MHC is HLA-B27:05 with pseudo-sequence HLA-B27:05. The peptide sequence is RRWIAPHPL. The binding affinity (normalized) is 0.898.